This data is from Reaction yield outcomes from USPTO patents with 853,638 reactions. The task is: Predict the reaction yield, written as a fraction of the theoretical maximum amount of product (1.0 means a 100% yield; for example, 0.34 means a 34% yield). (1) The reactants are [CH3:1][N:2]1[CH:6]=[CH:5][N:4]=[CH:3]1.[Cl:7][CH2:8][CH2:9][OH:10]. The catalyst is CC#N. The product is [Cl-:7].[OH:10][CH2:9][CH2:8][N+:4]1[CH:5]=[CH:6][N:2]([CH3:1])[CH:3]=1. The yield is 0.810. (2) The reactants are Cl[C:2]1[N:3]=[N+:4]([O-:12])[C:5]2[CH:11]=[CH:10][CH:9]=[CH:8][C:6]=2[N:7]=1.[NH2:13][CH2:14][CH2:15][O:16][CH2:17][CH2:18][OH:19].CCN(CC)CC. The catalyst is C(Cl)Cl. The product is [OH:19][CH2:18][CH2:17][O:16][CH2:15][CH2:14][NH:13][C:2]1[N:3]=[N+:4]([O-:12])[C:5]2[CH:11]=[CH:10][CH:9]=[CH:8][C:6]=2[N:7]=1. The yield is 0.630. (3) The reactants are [CH3:1][O:2][C:3](=[O:30])[CH2:4][CH:5]([N:19]1[CH2:27][C:26]2[C:21](=[C:22]([NH2:28])[CH:23]=[CH:24][CH:25]=2)[C:20]1=[O:29])[C:6]1[CH:11]=[CH:10][C:9]([O:12][CH:13]([F:15])[F:14])=[C:8]([O:16][CH2:17][CH3:18])[CH:7]=1.[CH:31]1([C:34](Cl)=[O:35])[CH2:33][CH2:32]1. The catalyst is C1COCC1. The product is [CH3:1][O:2][C:3](=[O:30])[CH2:4][CH:5]([N:19]1[CH2:27][C:26]2[C:21](=[C:22]([NH:28][C:34]([CH:31]3[CH2:33][CH2:32]3)=[O:35])[CH:23]=[CH:24][CH:25]=2)[C:20]1=[O:29])[C:6]1[CH:11]=[CH:10][C:9]([O:12][CH:13]([F:15])[F:14])=[C:8]([O:16][CH2:17][CH3:18])[CH:7]=1. The yield is 0.770. (4) The reactants are Cl.[Cl:2][C:3]1[CH:8]=[C:7]([C:9]2[CH:14]=[CH:13][CH:12]=[C:11]([Cl:15])[CH:10]=2)[N:6]=[C:5]2[CH2:16][CH2:17][CH2:18][C:4]=12.[CH3:19][O:20][CH2:21][CH2:22][C:23]1[CH:29]=[CH:28][C:26]([NH2:27])=[CH:25][CH:24]=1. The product is [ClH:2].[Cl:15][C:11]1[CH:10]=[C:9]([C:7]2[N:6]=[C:5]3[CH2:16][CH2:17][CH2:18][C:4]3=[C:3]([NH:27][C:26]3[CH:25]=[CH:24][C:23]([CH2:22][CH2:21][O:20][CH3:19])=[CH:29][CH:28]=3)[CH:8]=2)[CH:14]=[CH:13][CH:12]=1. The catalyst is C(O)(C)C. The yield is 0.640. (5) The reactants are Cl[CH2:2][C:3]1[CH:28]=[CH:27][C:6]([C:7]([NH:9][C:10]2[S:11][C:12]3[C:13]([N:21]4[CH2:26][CH2:25][O:24][CH2:23][CH2:22]4)=[N:14][CH:15]=[C:16]([O:19][CH3:20])[C:17]=3[N:18]=2)=[O:8])=[CH:5][CH:4]=1.[CH3:29][O:30][CH2:31][CH2:32][NH:33][CH3:34]. No catalyst specified. The product is [CH3:29][O:30][CH2:31][CH2:32][N:33]([CH2:2][C:3]1[CH:28]=[CH:27][C:6]([C:7]([NH:9][C:10]2[S:11][C:12]3[C:13]([N:21]4[CH2:26][CH2:25][O:24][CH2:23][CH2:22]4)=[N:14][CH:15]=[C:16]([O:19][CH3:20])[C:17]=3[N:18]=2)=[O:8])=[CH:5][CH:4]=1)[CH3:34]. The yield is 0.610.